This data is from Experimentally validated miRNA-target interactions with 360,000+ pairs, plus equal number of negative samples. The task is: Binary Classification. Given a miRNA mature sequence and a target amino acid sequence, predict their likelihood of interaction. (1) The miRNA is hsa-miR-6826-3p with sequence CUCCCCUCUCUUUCCUGUUCAG. The protein sequence of the target gene is MPHSSDSSDSSFSRSPPPGKQDSSDDVRRVQRREKNRIAAQKSRQRQTQKADTLHLESEDLEKQNAALRKEIKQLTEELKYFTSVLNSHEPLCSVLAASTPSPPEVVYSAHAFHQPHVSSPRFQP. Result: 0 (no interaction). (2) The miRNA is mmu-miR-3070-3p with sequence UGGUGCUACCGUCAGGGGUAGA. The protein sequence of the target gene is MAATALLEAGLARVLFYPTLLYTLFRGKVPGRAHRDWYHRIDPTVLLGALPLRSLTRQLVQDENVRGVITMNEEYETRFLCNSSQEWKRLGVEQLRLSTVDMTGIPTLDNLQKGVQFALKYQSLGQCVYVHCKAGRSRSATMVAAYLIQVHKWSPEEAVRAIAKIRSYIHIRPGQLDVLKEFHKQITARATKDGTFVISKT. Result: 0 (no interaction). (3) The miRNA is mmu-miR-7685-5p with sequence ACCUUCCGGUUUCUUCAAGUCUCC. The protein sequence of the target gene is MEPSALRKAGSEQEEGFEGLPRRVTDLGMVSNLRRSNSSLFKSWRLQCPFGNNDKQESLSSWIPENIKKKECVYFVESSKLSDAGKVVCQCGYTHEQHLEEATKPHTFQGTQWDPKKHVQEMPTDAFGDIVFTGLSQKVKKYVRVSQDTPSSVIYHLMTQHWGLDVPNLLISVTGGAKNFNMKPRLKSIFRRGLVKVAQTTGAWIITGGSHTGVMKQVGEAVRDFSLSSSYKEGELITIGVATWGTVHRREGLIHPTGSFPAEYILDEDGQGNLTCLDSNHSHFILVDDGTHGQYGVEIP.... Result: 0 (no interaction). (4) The miRNA is mmu-miR-466i-5p with sequence UGUGUGUGUGUGUGUGUGUG. The protein sequence of the target gene is MRVKPQGLVVTSSAVCSSPDYLREPKYYPGGPPTPRPLLPTRPPASPPDKAFSTHTFSENPRPPPRRDPSSRRPPVLAKGDDLLPPRAARPVSQAHCPSPAPDNSSLRHWDNGRVNLRPVVQLIDIMKDLTRLSQDLQHSGVHLDCGGLRLSRPPAPPPGDLQYSFFSSPSLANSIRSPEERANPHTKSERPSHPLYEPEPEPRDSPQPGQGHGPGAAATATGLPPEPEPDGPDYSELADADILSELASLTCPEAQLLEAQALEPPSPQPEPQLLDPQPRFLDPQALEPLGEGLELPPLQ.... Result: 0 (no interaction).